From a dataset of Catalyst prediction with 721,799 reactions and 888 catalyst types from USPTO. Predict which catalyst facilitates the given reaction. (1) Reactant: Br[C:2]1[S:3][N:4]=[C:5]2[CH:10]=[C:9]([Br:11])[CH:8]=[N:7][C:6]=12.[CH3:12][O:13][CH2:14][CH2:15][NH2:16]. Product: [Br:11][C:9]1[CH:8]=[N:7][C:6]2=[C:2]([NH:16][CH2:15][CH2:14][O:13][CH3:12])[S:3][N:4]=[C:5]2[CH:10]=1. The catalyst class is: 14. (2) Reactant: [CH3:1][C:2]([NH2:19])([CH3:18])[CH2:3][NH:4][C:5]1[C:14]2[C:9](=[CH:10][CH:11]=[CH:12][CH:13]=2)[N:8]=[CH:7][C:6]=1[N+:15]([O-:17])=[O:16].[OH-].[Na+].[C:22](O[C:22]([O:24][C:25]([CH3:28])([CH3:27])[CH3:26])=[O:23])([O:24][C:25]([CH3:28])([CH3:27])[CH3:26])=[O:23].C(OCC)(=O)C. Product: [CH3:18][C:2]([NH:19][C:22](=[O:23])[O:24][C:25]([CH3:28])([CH3:27])[CH3:26])([CH3:1])[CH2:3][NH:4][C:5]1[C:14]2[C:9](=[CH:10][CH:11]=[CH:12][CH:13]=2)[N:8]=[CH:7][C:6]=1[N+:15]([O-:17])=[O:16]. The catalyst class is: 7. (3) Reactant: [C:1]([C:5]1[O:9][N:8]=[C:7]([NH:10][C:11](=[O:30])[CH2:12][C:13]2[CH:18]=[CH:17][C:16]([C:19]3[CH:20]=[N:21][C:22]([NH:25][CH2:26][CH2:27][O:28][CH3:29])=[CH:23][CH:24]=3)=[CH:15][CH:14]=2)[CH:6]=1)([CH3:4])([CH3:3])[CH3:2].[CH3:31][S:32]([OH:35])(=[O:34])=[O:33]. Product: [CH3:31][S:32]([O-:35])(=[O:34])=[O:33].[C:1]([C:5]1[O:9][N:8]=[C:7]([NH:10][C:11](=[O:30])[CH2:12][C:13]2[CH:18]=[CH:17][C:16]([C:19]3[CH:24]=[CH:23][C:22]([NH2+:25][CH2:26][CH2:27][O:28][CH3:29])=[N:21][CH:20]=3)=[CH:15][CH:14]=2)[CH:6]=1)([CH3:4])([CH3:2])[CH3:3]. The catalyst class is: 8. (4) Reactant: [Cl:1][C:2]1[CH:7]=[CH:6][CH:5]=[CH:4][C:3]=1[NH:8][C:9]1[C:18]2[C:13](=[CH:14][CH:15]=[C:16]([O:19][CH3:20])[CH:17]=2)[N:12]=[CH:11][C:10]=1[N+:21]([O-])=O. Product: [Cl:1][C:2]1[CH:7]=[CH:6][CH:5]=[CH:4][C:3]=1[NH:8][C:9]1[C:18]2[C:13](=[CH:14][CH:15]=[C:16]([O:19][CH3:20])[CH:17]=2)[N:12]=[CH:11][C:10]=1[NH2:21]. The catalyst class is: 94.